Dataset: Forward reaction prediction with 1.9M reactions from USPTO patents (1976-2016). Task: Predict the product of the given reaction. Given the reactants C[O:2][C:3](=[O:33])[CH2:4][C:5]1([C:9]2[CH:14]=[CH:13][C:12]([Cl:15])=[C:11]([NH:16][C:17](=[O:32])[CH:18]([C:25]3[CH:30]=[CH:29][C:28]([Cl:31])=[CH:27][CH:26]=3)[C@@H:19]([CH3:24])[C:20]([F:23])([F:22])[F:21])[CH:10]=2)[CH2:8][CH2:7][CH2:6]1.[OH-].[Na+].Cl, predict the reaction product. The product is: [Cl:15][C:12]1[CH:13]=[CH:14][C:9]([C:5]2([CH2:4][C:3]([OH:33])=[O:2])[CH2:6][CH2:7][CH2:8]2)=[CH:10][C:11]=1[NH:16][C:17](=[O:32])[CH:18]([C:25]1[CH:30]=[CH:29][C:28]([Cl:31])=[CH:27][CH:26]=1)[C@@H:19]([CH3:24])[C:20]([F:23])([F:22])[F:21].